From a dataset of TCR-epitope binding with 47,182 pairs between 192 epitopes and 23,139 TCRs. Binary Classification. Given a T-cell receptor sequence (or CDR3 region) and an epitope sequence, predict whether binding occurs between them. (1) The epitope is TLDSKTQSL. The TCR CDR3 sequence is CASSEYATSNEQFF. Result: 0 (the TCR does not bind to the epitope). (2) The epitope is ILHCANFNV. The TCR CDR3 sequence is CASSSGLGGPETQYF. Result: 0 (the TCR does not bind to the epitope).